This data is from Peptide-MHC class I binding affinity with 185,985 pairs from IEDB/IMGT. The task is: Regression. Given a peptide amino acid sequence and an MHC pseudo amino acid sequence, predict their binding affinity value. This is MHC class I binding data. The peptide sequence is MACHRVLTY. The MHC is HLA-A02:01 with pseudo-sequence HLA-A02:01. The binding affinity (normalized) is 0.0847.